This data is from TCR-epitope binding with 47,182 pairs between 192 epitopes and 23,139 TCRs. The task is: Binary Classification. Given a T-cell receptor sequence (or CDR3 region) and an epitope sequence, predict whether binding occurs between them. (1) Result: 0 (the TCR does not bind to the epitope). The epitope is RISNCVADY. The TCR CDR3 sequence is CASSLQQFEQYF. (2) The epitope is FVDGVPFVV. The TCR CDR3 sequence is CASSLTYRDGYTF. Result: 1 (the TCR binds to the epitope). (3) The epitope is GILGFVFTL. The TCR CDR3 sequence is CASSDPSFFLTNTEAFF. Result: 1 (the TCR binds to the epitope). (4) The epitope is YLNTLTLAV. The TCR CDR3 sequence is CASSLNVRDTQYF. Result: 1 (the TCR binds to the epitope). (5) The epitope is EIYKRWII. The TCR CDR3 sequence is CASSWGDYGMNTEAFF. Result: 0 (the TCR does not bind to the epitope). (6) The epitope is QASQEVKNW. The TCR CDR3 sequence is CASSLPLASGSAYNEQFF. Result: 0 (the TCR does not bind to the epitope).